This data is from Reaction yield outcomes from USPTO patents with 853,638 reactions. The task is: Predict the reaction yield, written as a fraction of the theoretical maximum amount of product (1.0 means a 100% yield; for example, 0.34 means a 34% yield). The reactants are [CH3:1][C:2]1[CH:3]=[C:4]([CH2:9][N:10]2[C:14]3[CH:15]=[C:16]([N:23]4[CH2:28][CH2:27][O:26][CH2:25][CH2:24]4)[CH:17]=[C:18]([C:19]([O:21]C)=[O:20])[C:13]=3[N:12]=[C:11]2[CH3:29])[CH:5]=[CH:6][C:7]=1[CH3:8].[OH-].[Li+]. The catalyst is O1CCCC1. The product is [CH3:1][C:2]1[CH:3]=[C:4]([CH2:9][N:10]2[C:14]3[CH:15]=[C:16]([N:23]4[CH2:24][CH2:25][O:26][CH2:27][CH2:28]4)[CH:17]=[C:18]([C:19]([OH:21])=[O:20])[C:13]=3[N:12]=[C:11]2[CH3:29])[CH:5]=[CH:6][C:7]=1[CH3:8]. The yield is 0.660.